This data is from Forward reaction prediction with 1.9M reactions from USPTO patents (1976-2016). The task is: Predict the product of the given reaction. Given the reactants [F:1][C:2]1[CH:3]=[C:4]2[C:9](=[CH:10][CH:11]=1)[C:8](=[O:12])[CH2:7][CH2:6][CH2:5]2.C[Si]([N-][Si](C)(C)C)(C)C.[Li+].C1C=CC(N([S:30]([C:33]([F:36])([F:35])[F:34])(=[O:32])=[O:31])[S:30]([C:33]([F:36])([F:35])[F:34])(=[O:32])=[O:31])=CC=1, predict the reaction product. The product is: [F:34][C:33]([F:36])([F:35])[S:30]([O:12][C:8]1[C:9]2[C:4](=[CH:3][C:2]([F:1])=[CH:11][CH:10]=2)[CH2:5][CH2:6][CH:7]=1)(=[O:32])=[O:31].